This data is from Forward reaction prediction with 1.9M reactions from USPTO patents (1976-2016). The task is: Predict the product of the given reaction. (1) Given the reactants [CH:1](=O)[C:2]1[CH:7]=[CH:6][CH:5]=[CH:4][CH:3]=1.Cl.[CH3:10][NH:11][OH:12].C(=O)(O)[O-].[Na+], predict the reaction product. The product is: [C:2]1([CH:1]=[N+:11]([CH3:10])[O-:12])[CH:7]=[CH:6][CH:5]=[CH:4][CH:3]=1. (2) Given the reactants [NH2:1][C:2]1[CH:17]=[CH:16][C:15]([F:18])=[CH:14][C:3]=1[C:4]([NH:6][C@H:7]([CH3:13])[C:8](OCC)=[O:9])=[O:5], predict the reaction product. The product is: [F:18][C:15]1[CH:16]=[CH:17][C:2]2[NH:1][C:8](=[O:9])[C@@H:7]([CH3:13])[NH:6][C:4](=[O:5])[C:3]=2[CH:14]=1. (3) The product is: [O:14]=[C:11]1[CH:12]=[CH:13][N:8]([CH:5]2[CH2:6][CH2:7][CH:2]([N:15]3[CH2:18][CH:17]([NH:19][C:20]([CH2:22][NH:23][C:24](=[O:35])[C:25]4[CH:30]=[CH:29][CH:28]=[C:27]([C:31]([F:34])([F:32])[F:33])[CH:26]=4)=[O:21])[CH2:16]3)[CH2:3][CH2:4]2)[CH:9]=[CH:10]1. Given the reactants O=[C:2]1[CH2:7][CH2:6][CH:5]([N:8]2[CH:13]=[CH:12][C:11](=[O:14])[CH:10]=[CH:9]2)[CH2:4][CH2:3]1.[NH:15]1[CH2:18][CH:17]([NH:19][C:20]([CH2:22][NH:23][C:24](=[O:35])[C:25]2[CH:30]=[CH:29][CH:28]=[C:27]([C:31]([F:34])([F:33])[F:32])[CH:26]=2)=[O:21])[CH2:16]1, predict the reaction product. (4) Given the reactants [Cl:1][C:2]1[N:11]=[C:10]([O:12][CH2:13][C@@H:14]2[CH2:19][N:18]([C:20]([C@H:22]3[CH2:26][CH2:25][NH:24][CH2:23]3)=[O:21])[CH2:17][CH2:16][O:15]2)[C:5]2=[N:6][CH:7]=[CH:8][N:9]=[C:4]2[CH:3]=1.[C:27](O)(=O)C.CC([O-])=O.[Na+].[BH3-]C#N.[Na+].C([O-])(O)=O.[Na+], predict the reaction product. The product is: [Cl:1][C:2]1[N:11]=[C:10]([O:12][CH2:13][C@@H:14]2[CH2:19][N:18]([C:20]([C@H:22]3[CH2:26][CH2:25][N:24]([CH3:27])[CH2:23]3)=[O:21])[CH2:17][CH2:16][O:15]2)[C:5]2=[N:6][CH:7]=[CH:8][N:9]=[C:4]2[CH:3]=1. (5) Given the reactants CO[CH:3](OC)[N:4]([CH3:6])[CH3:5].[Cl:9][C:10]1[CH:18]=[CH:17][CH:16]=[CH:15][C:11]=1[CH2:12][C:13]#[N:14], predict the reaction product. The product is: [Cl:9][C:10]1[CH:18]=[CH:17][CH:16]=[CH:15][C:11]=1/[C:12](=[CH:3]/[N:4]([CH3:6])[CH3:5])/[C:13]#[N:14]. (6) Given the reactants CC([O-])(C)C.[K+].[F:7][C:8]1[CH:13]=[C:12]([N:14]2[CH2:18][C:17](F)([F:19])[C:16](F)([F:21])[CH2:15]2)[CH:11]=[CH:10][C:9]=1[N:23]1[CH:28]=[C:27]([O:29][CH3:30])[C:26](=[O:31])[C:25]([C:32]2[N:36]([C:37]3[CH:42]=[CH:41][CH:40]=[CH:39][CH:38]=3)[N:35]=[CH:34][CH:33]=2)=[N:24]1.O, predict the reaction product. The product is: [F:21][C:16]1[C:17]([F:19])=[CH:18][N:14]([C:12]2[CH:11]=[CH:10][C:9]([N:23]3[CH:28]=[C:27]([O:29][CH3:30])[C:26](=[O:31])[C:25]([C:32]4[N:36]([C:37]5[CH:42]=[CH:41][CH:40]=[CH:39][CH:38]=5)[N:35]=[CH:34][CH:33]=4)=[N:24]3)=[C:8]([F:7])[CH:13]=2)[CH:15]=1. (7) Given the reactants [Br:1][C:2]1[C:11]2[C:6](=[C:7]([Br:12])[CH:8]=[CH:9][CH:10]=2)[C:5]([C:13]([OH:15])=O)=[CH:4][CH:3]=1.[OH-].[NH4+:17], predict the reaction product. The product is: [Br:1][C:2]1[CH:3]=[CH:4][C:5]2[C:13](=[O:15])[NH:17][C:7]3[C:6]=2[C:11]=1[CH:10]=[CH:9][CH:8]=3.[Br:1][C:2]1[C:11]2[C:6](=[C:7]([Br:12])[CH:8]=[CH:9][CH:10]=2)[CH:5]=[CH:4][CH:3]=1. (8) Given the reactants CC1C=CC(S(O[CH2:12][CH:13]2[CH2:17][C:16]3[CH:18]=[CH:19][CH:20]=[C:21]([C:22]4[CH:27]=[CH:26][CH:25]=[C:24]([CH3:28])[C:23]=4[CH3:29])[C:15]=3[O:14]2)(=O)=O)=CC=1.[N-:30]=[N+]=[N-].[Na+].N(CC1CC2C=C(Cl)C=C(C3C=CSC=3)C=2O1)=[N+]=[N-].N(CC1CC2C=CCC(C3C=CC=C(Cl)C=3Cl)(N)C=2O1)=[N+]=[N-].C1(P(C2C=CC=CC=2)C2C=CC=CC=2)C=CC=CC=1.Cl, predict the reaction product. The product is: [CH3:29][C:23]1[C:24]([CH3:28])=[CH:25][CH:26]=[CH:27][C:22]=1[C:21]1[C:15]2[O:14][CH:13]([CH2:12][NH2:30])[CH2:17][C:16]=2[CH:18]=[CH:19][CH:20]=1. (9) The product is: [CH2:1]([O:3][C:4](=[O:34])[CH2:5][CH2:6][N:7]1[C:15]2[C:14](=[C:13]([CH2:16][O:17][C:18]3[CH:23]=[CH:22][C:21]([C:24]4[CH:29]=[C:28]([F:30])[C:27]([F:31])=[CH:26][C:25]=4[O:32][CH3:33])=[CH:20][CH:19]=3)[CH:12]=[CH:11][CH:10]=2)[CH:9]=[CH:8]1)[CH3:2]. Given the reactants [CH2:1]([O:3][C:4](=[O:34])[CH2:5][CH2:6][N:7]1[C:15]2[C:10](=[CH:11][CH:12]=[C:13]([CH2:16][O:17][C:18]3[CH:23]=[CH:22][C:21]([C:24]4[CH:29]=[C:28]([F:30])[C:27]([F:31])=[CH:26][C:25]=4[O:32][CH3:33])=[CH:20][CH:19]=3)[CH:14]=2)[CH:9]=[CH:8]1)[CH3:2].FC1C(F)=CC(C2C=CC(OCC3C=CC=C4C=3C=CN4)=CC=2)=C(OC)C=1.C(OC(=O)CCBr)C, predict the reaction product.